Predict which catalyst facilitates the given reaction. From a dataset of Catalyst prediction with 721,799 reactions and 888 catalyst types from USPTO. (1) Reactant: C([O:8][C:9]1[CH:10]=[C:11]([CH2:15][CH2:16][N:17]([CH:24]2[CH2:28][CH2:27][O:26][CH2:25]2)[CH2:18][C:19]([N:21]([CH3:23])[CH3:22])=[O:20])[CH:12]=[CH:13][CH:14]=1)C1C=CC=CC=1. Product: [OH:8][C:9]1[CH:10]=[C:11]([CH2:15][CH2:16][N:17]([CH:24]2[CH2:28][CH2:27][O:26][CH2:25]2)[CH2:18][C:19]([N:21]([CH3:22])[CH3:23])=[O:20])[CH:12]=[CH:13][CH:14]=1. The catalyst class is: 29. (2) Reactant: [Cl:1][C:2]1[CH:31]=[C:30]([Cl:32])[CH:29]=[CH:28][C:3]=1[O:4][C:5]1[CH:10]=[CH:9][CH:8]=[CH:7][C:6]=1[NH:11][S:12]([C:15]1[CH:27]=[CH:26][C:18]([C:19]([NH:21][CH2:22][C:23](O)=[O:24])=[O:20])=[CH:17][CH:16]=1)(=[O:14])=[O:13].[CH3:33][N:34]([CH3:37])[CH:35]=O.CN(C(ON1N=N[C:48]2C=CC=[CH:52][C:47]1=2)=[N+](C)C)C.F[P-](F)(F)(F)(F)F.C([N:64]([CH2:67][CH3:68])CC)C. Product: [Cl:1][C:2]1[CH:31]=[C:30]([Cl:32])[CH:29]=[CH:28][C:3]=1[O:4][C:5]1[CH:10]=[CH:9][CH:8]=[CH:7][C:6]=1[NH:11][S:12]([C:15]1[CH:27]=[CH:26][C:18]([C:19]([NH:21][CH2:22][C:23](=[O:24])[NH:64][CH2:67][CH2:68][CH2:33][N:34]2[CH2:37][CH2:52][CH2:47][CH2:48][CH2:35]2)=[O:20])=[CH:17][CH:16]=1)(=[O:13])=[O:14]. The catalyst class is: 4. (3) Reactant: CO.[CH2:3]([O:7][K])CCC.[NH2:9][C:10]1[C:17]([F:18])=[CH:16][C:13]([C:14]#[N:15])=[C:12](F)[CH:11]=1.C(OCC)C. Product: [NH2:9][C:10]1[C:17]([F:18])=[CH:16][C:13]([C:14]#[N:15])=[C:12]([O:7][CH3:3])[CH:11]=1. The catalyst class is: 1. (4) Reactant: C([O:4][C:5]1[CH:10]=[CH:9][C:8]([C:11]2[C:12](=[O:25])[O:13][C:14]3[C:19]([CH:20]=2)=[CH:18][CH:17]=[C:16]([O:21]C(=O)C)[CH:15]=3)=[CH:7][CH:6]=1)(=O)C.[OH-].[Li+].O.Cl. Product: [OH:21][C:16]1[CH:15]=[C:14]2[C:19]([CH:20]=[C:11]([C:8]3[CH:9]=[CH:10][C:5]([OH:4])=[CH:6][CH:7]=3)[C:12](=[O:25])[O:13]2)=[CH:18][CH:17]=1. The catalyst class is: 3. (5) Reactant: Cl[CH2:2][C:3]1[CH:4]=[CH:5][C:6]([C:9]2[S:17][C:16]3[C:11](=[N:12][CH:13]=[CH:14][C:15]=3[O:18][C:19]3[CH:24]=[CH:23][C:22]([N+:25]([O-:27])=[O:26])=[CH:21][C:20]=3[F:28])[CH:10]=2)=[N:7][CH:8]=1.C([O-])([O-])=O.[Cs+].[Cs+].[C:35]1(=[O:41])[NH:39][C:38](=[O:40])[CH2:37][CH2:36]1.O. Product: [F:28][C:20]1[CH:21]=[C:22]([N+:25]([O-:27])=[O:26])[CH:23]=[CH:24][C:19]=1[O:18][C:15]1[CH:14]=[CH:13][N:12]=[C:11]2[CH:10]=[C:9]([C:6]3[N:7]=[CH:8][C:3]([CH2:2][N:39]4[C:35](=[O:41])[CH2:36][CH2:37][C:38]4=[O:40])=[CH:4][CH:5]=3)[S:17][C:16]=12. The catalyst class is: 3. (6) Reactant: Cl[C:2]1[C:11]2[C:6](=[CH:7][CH:8]=[C:9]([S:12][CH3:13])[CH:10]=2)[N:5]=[N:4][C:3]=1[C:14]([NH2:16])=[O:15].[CH2:17]([N:19]1[C:23]([NH2:24])=[CH:22][CH:21]=[N:20]1)[CH3:18].Cl.N1C=CC=CC=1. Product: [CH2:17]([N:19]1[C:23]([NH:24][C:2]2[C:11]3[C:6](=[CH:7][CH:8]=[C:9]([S:12][CH3:13])[CH:10]=3)[N:5]=[N:4][C:3]=2[C:14]([NH2:16])=[O:15])=[CH:22][CH:21]=[N:20]1)[CH3:18]. The catalyst class is: 10.